From a dataset of Full USPTO retrosynthesis dataset with 1.9M reactions from patents (1976-2016). Predict the reactants needed to synthesize the given product. (1) The reactants are: [C:1](N)(C)(C)C.[OH:6][C:7]1[CH:8]=[C:9]([CH2:13][C@H:14]([O:18][CH:19]([CH3:21])[CH3:20])[C:15]([OH:17])=[O:16])[CH:10]=[CH:11][CH:12]=1.S(=O)(=O)(O)O.C(OC)(C)(C)C. Given the product [OH:6][C:7]1[CH:8]=[C:9]([CH2:13][C@H:14]([O:18][CH:19]([CH3:21])[CH3:20])[C:15]([O:17][CH3:1])=[O:16])[CH:10]=[CH:11][CH:12]=1, predict the reactants needed to synthesize it. (2) Given the product [C:1]([C:4]1[C:22](=[O:23])[C@@:8]2([CH3:24])[C:9]3[C:15]([OH:16])=[CH:14][C:13]([O:17][CH3:18])=[C:12]([C:19]([NH:21][CH2:41][C:33]4[C:34]5[C:39](=[CH:38][CH:37]=[CH:36][CH:35]=5)[CH:40]=[C:31]([C:29]([CH:26]5[CH2:28][CH2:27]5)=[O:30])[CH:32]=4)=[O:20])[C:10]=3[O:11][C:7]2=[CH:6][C:5]=1[OH:25])(=[O:3])[CH3:2], predict the reactants needed to synthesize it. The reactants are: [C:1]([C:4]1[C:22](=[O:23])[C@@:8]2([CH3:24])[C:9]3[C:15]([OH:16])=[CH:14][C:13]([O:17][CH3:18])=[C:12]([C:19]([NH2:21])=[O:20])[C:10]=3[O:11][C:7]2=[CH:6][C:5]=1[OH:25])(=[O:3])[CH3:2].[CH:26]1([C:29]([C:31]2[CH:32]=[C:33]([CH:41]=O)[C:34]3[C:39]([CH:40]=2)=[CH:38][CH:37]=[CH:36][CH:35]=3)=[O:30])[CH2:28][CH2:27]1.C([SiH](CC)CC)C.FC(F)(F)C(O)=O. (3) Given the product [N:1]12[CH2:9][CH2:8][CH:5]([CH2:6][CH2:7]1)[N:4]([C:10]1[CH:11]=[C:12]([C:16]([N+:19]([O-:21])=[O:20])=[CH:17][N:18]=1)[C:13]([NH:22][CH2:23][C:24]([CH3:28])([CH3:27])[CH2:25][OH:26])=[O:15])[CH2:3][CH2:2]2, predict the reactants needed to synthesize it. The reactants are: [N:1]12[CH2:9][CH2:8][CH:5]([CH2:6][CH2:7]1)[N:4]([C:10]1[CH:11]=[C:12]([C:16]([N+:19]([O-:21])=[O:20])=[CH:17][N:18]=1)[C:13]([OH:15])=O)[CH2:3][CH2:2]2.[NH2:22][CH2:23][C:24]([CH3:28])([CH3:27])[CH2:25][OH:26].C(N(CC)CC)C.CN(C(ON1N=NC2C=CC=NC1=2)=[N+](C)C)C.F[P-](F)(F)(F)(F)F. (4) Given the product [N:4]1[CH:3]=[CH:2][C:7]([NH:8][C:9]([C:11]2[C:19]3[C:18]4[CH:20]=[C:21]([NH:24][C:25](=[O:27])[CH3:26])[CH:22]=[CH:23][C:17]=4[O:16][C:15]=3[C:14]([O:28][CH3:29])=[CH:13][CH:12]=2)=[O:10])=[CH:6][CH:5]=1, predict the reactants needed to synthesize it. The reactants are: Cl[C:2]1[CH:3]=[N:4][CH:5]=[C:6](Cl)[C:7]=1[NH:8][C:9]([C:11]1[C:19]2[C:18]3[CH:20]=[C:21]([NH:24][C:25](=[O:27])[CH3:26])[CH:22]=[CH:23][C:17]=3[O:16][C:15]=2[C:14]([O:28][CH3:29])=[CH:13][CH:12]=1)=[O:10].[OH-].[NH4+]. (5) Given the product [C:1]([O:5][C:6](=[O:54])[N:7]([C@H:9]([C:11](=[O:53])[NH:12][C@@H:13]1[C:19](=[O:20])[N:18]([CH2:21][C:22]2[C:31]3[C:26](=[CH:27][C:28]([Br:32])=[CH:29][CH:30]=3)[CH:25]=[CH:24][C:23]=2[O:33][CH3:34])[C:17]2[CH:35]=[CH:36][CH:37]=[CH:38][C:16]=2[N:15]([C:39](=[O:52])[C:40]2[CH:45]=[CH:44][C:43]([CH:46]([OH:51])[C:47]([F:49])([F:48])[F:50])=[CH:42][CH:41]=2)[CH2:14]1)[CH3:10])[CH3:8])([CH3:2])([CH3:3])[CH3:4], predict the reactants needed to synthesize it. The reactants are: [C:1]([O:5][C:6](=[O:54])[N:7]([C@H:9]([C:11](=[O:53])[NH:12][C@@H:13]1[C:19](=[O:20])[N:18]([CH2:21][C:22]2[C:31]3[C:26](=[CH:27][C:28]([Br:32])=[CH:29][CH:30]=3)[CH:25]=[CH:24][C:23]=2[O:33][CH3:34])[C:17]2[CH:35]=[CH:36][CH:37]=[CH:38][C:16]=2[N:15]([C:39](=[O:52])[C:40]2[CH:45]=[CH:44][C:43]([C:46](=[O:51])[C:47]([F:50])([F:49])[F:48])=[CH:42][CH:41]=2)[CH2:14]1)[CH3:10])[CH3:8])([CH3:4])([CH3:3])[CH3:2].[BH4-].[Na+].O. (6) Given the product [F:1][C:2]1[CH:7]=[CH:6][C:5]([C:8]2[N:9]=[C:10]3[C:15]([CH3:16])=[C:14]([CH3:17])[C:13]([N:18]4[CH2:23][CH2:22][NH:21][CH2:20][CH2:19]4)=[N:12][N:11]3[C:31]=2[C:32]2[CH:33]=[CH:34][N:35]=[CH:36][CH:37]=2)=[CH:4][CH:3]=1, predict the reactants needed to synthesize it. The reactants are: [F:1][C:2]1[CH:7]=[CH:6][C:5]([C:8]2[N:9]=[C:10]3[C:15]([CH3:16])=[C:14]([CH3:17])[C:13]([N:18]4[CH2:23][CH2:22][N:21](C(OC(C)(C)C)=O)[CH2:20][CH2:19]4)=[N:12][N:11]3[C:31]=2[C:32]2[CH:37]=[CH:36][N:35]=[CH:34][CH:33]=2)=[CH:4][CH:3]=1.FC(F)(F)C(O)=O. (7) Given the product [C:1]([O:5][C:6](=[O:26])[NH:7][CH2:8][CH:9]1[C:13](=[O:14])[N:12]([C:15]2[CH:20]=[CH:19][C:18]([C:21]#[N:22])=[C:17]([Cl:23])[C:16]=2[CH3:24])[C:11](=[O:25])[N:10]1[CH3:27])([CH3:4])([CH3:2])[CH3:3], predict the reactants needed to synthesize it. The reactants are: [C:1]([O:5][C:6](=[O:26])[NH:7][CH2:8][CH:9]1[C:13](=[O:14])[N:12]([C:15]2[CH:20]=[CH:19][C:18]([C:21]#[N:22])=[C:17]([Cl:23])[C:16]=2[CH3:24])[C:11](=[O:25])[NH:10]1)([CH3:4])([CH3:3])[CH3:2].[CH3:27][Si]([N-][Si](C)(C)C)(C)C.[K+].IC. (8) Given the product [C:19]1([S:25]([NH:1][C:2]2[CH:3]=[C:4]([CH:10]=[CH:11][CH:12]=2)[C:5]([O:7][CH2:8][CH3:9])=[O:6])(=[O:27])=[O:26])[CH:24]=[CH:23][CH:22]=[CH:21][CH:20]=1, predict the reactants needed to synthesize it. The reactants are: [NH2:1][C:2]1[CH:3]=[C:4]([CH:10]=[CH:11][CH:12]=1)[C:5]([O:7][CH2:8][CH3:9])=[O:6].N1C=CC=CC=1.[C:19]1([S:25](Cl)(=[O:27])=[O:26])[CH:24]=[CH:23][CH:22]=[CH:21][CH:20]=1. (9) Given the product [C:38]([C:35]1([NH:34][C:16](=[O:18])[C@@H:15]([NH:19][C@@H:20]([C:25]2[CH:30]=[CH:29][C:28]([F:31])=[CH:27][CH:26]=2)[C:21]([F:23])([F:22])[F:24])[CH2:14][S:11]([CH2:10][C:5]2[CH:6]=[CH:7][CH:8]=[CH:9][C:4]=2[O:3][CH:2]([F:1])[F:32])(=[O:13])=[O:12])[CH2:37][CH2:36]1)#[N:39], predict the reactants needed to synthesize it. The reactants are: [F:1][CH:2]([F:32])[O:3][C:4]1[CH:9]=[CH:8][CH:7]=[CH:6][C:5]=1[CH2:10][S:11]([CH2:14][C@H:15]([NH:19][CH:20]([C:25]1[CH:30]=[CH:29][C:28]([F:31])=[CH:27][CH:26]=1)[C:21]([F:24])([F:23])[F:22])[C:16]([OH:18])=O)(=[O:13])=[O:12].Cl.[NH2:34][C:35]1([C:38]#[N:39])[CH2:37][CH2:36]1.CN(C(ON1N=NC2C=CC=NC1=2)=[N+](C)C)C.F[P-](F)(F)(F)(F)F.CCN(C(C)C)C(C)C.